Task: Predict the reaction yield, written as a fraction of the theoretical maximum amount of product (1.0 means a 100% yield; for example, 0.34 means a 34% yield).. Dataset: Reaction yield outcomes from USPTO patents with 853,638 reactions (1) The reactants are [Cl:1][C:2]1[CH:3]=[CH:4][C:5]([S:9][CH3:10])=[C:6]([NH2:8])[CH:7]=1.[Cl:11][C:12]1[CH:17]=[CH:16][C:15]([S:18](Cl)(=[O:20])=[O:19])=[CH:14][C:13]=1[CH3:22]. No catalyst specified. The product is [Cl:11][C:12]1[CH:17]=[CH:16][C:15]([S:18]([NH:8][C:6]2[CH:7]=[C:2]([Cl:1])[CH:3]=[CH:4][C:5]=2[S:9][CH3:10])(=[O:20])=[O:19])=[CH:14][C:13]=1[CH3:22]. The yield is 0.590. (2) The reactants are [CH2:1]([O:3][C:4]1[CH:5]=[C:6]2[C:11](=[CH:12][CH:13]=1)[C:10](=O)[NH:9][CH:8]=[CH:7]2)[CH3:2].P(Cl)(Cl)([Cl:17])=O. No catalyst specified. The product is [Cl:17][C:10]1[C:11]2[C:6](=[CH:5][C:4]([O:3][CH2:1][CH3:2])=[CH:13][CH:12]=2)[CH:7]=[CH:8][N:9]=1. The yield is 0.880.